Dataset: Reaction yield outcomes from USPTO patents with 853,638 reactions. Task: Predict the reaction yield, written as a fraction of the theoretical maximum amount of product (1.0 means a 100% yield; for example, 0.34 means a 34% yield). (1) The product is [F:19][C:16]1[CH:15]=[CH:14][C:13]([C:9]2[N:10]=[C:11]([CH:31]([C:27]3[CH:26]=[N:25][CH:30]=[CH:29][CH:28]=3)[OH:32])[S:12][C:8]=2[C:6]2[CH:5]=[CH:4][N:3]=[C:2]([F:1])[CH:7]=2)=[CH:18][CH:17]=1. The catalyst is C1COCC1. The reactants are [F:1][C:2]1[CH:7]=[C:6]([C:8]2[S:12][CH:11]=[N:10][C:9]=2[C:13]2[CH:18]=[CH:17][C:16]([F:19])=[CH:15][CH:14]=2)[CH:5]=[CH:4][N:3]=1.C([Li])CCC.[N:25]1[CH:30]=[CH:29][CH:28]=[C:27]([CH:31]=[O:32])[CH:26]=1. The yield is 0.600. (2) The reactants are Cl[C:2]1[NH:3][C:4](=[O:12])[C:5]2[CH:10]=[CH:9][N:8]([CH3:11])[C:6]=2[N:7]=1.[N:13]1[CH:18]=[CH:17][C:16]([N:19]2[CH2:24][CH2:23][NH:22][CH2:21][CH2:20]2)=[CH:15][CH:14]=1.C(N(CC)C(C)C)(C)C. The catalyst is C(O)C.CO.C(Cl)Cl. The product is [CH3:11][N:8]1[C:6]2[N:7]=[C:2]([N:22]3[CH2:23][CH2:24][N:19]([C:16]4[CH:17]=[CH:18][N:13]=[CH:14][CH:15]=4)[CH2:20][CH2:21]3)[NH:3][C:4](=[O:12])[C:5]=2[CH:10]=[CH:9]1. The yield is 0.508. (3) The reactants are [NH2:1][CH2:2][C:3]1[C:4](=[O:11])[NH:5][C:6]([CH3:10])=[CH:7][C:8]=1[CH3:9].[C:12]1([S:18]([N:21]2[C:29]3[C:24](=[CH:25][CH:26]=[CH:27][CH:28]=3)[C:23]([C:30](O)=[O:31])=[CH:22]2)(=[O:20])=[O:19])[CH:17]=[CH:16][CH:15]=[CH:14][CH:13]=1.F[P-](F)(F)(F)(F)F.N1(OC(N(C)C)=[N+](C)C)C2N=CC=CC=2N=N1.C(N(CC)CC)C. The catalyst is ClCCl. The product is [CH3:9][C:8]1[CH:7]=[C:6]([CH3:10])[NH:5][C:4](=[O:11])[C:3]=1[CH2:2][NH:1][C:30]([C:23]1[C:24]2[C:29](=[CH:28][CH:27]=[CH:26][CH:25]=2)[N:21]([S:18]([C:12]2[CH:17]=[CH:16][CH:15]=[CH:14][CH:13]=2)(=[O:19])=[O:20])[CH:22]=1)=[O:31]. The yield is 0.280. (4) The reactants are [CH2:1]([O:8][C:9]1[CH:10]=[CH:11][C:12]([CH2:15][CH:16]([NH:33][C:34]([O:36][C:37]([CH3:40])([CH3:39])[CH3:38])=[O:35])[C:17]([NH:19][C:20]2[CH:25]=[CH:24][C:23]([CH2:26][CH2:27][CH2:28][C:29]([O:31]C)=[O:30])=[CH:22][CH:21]=2)=[O:18])=[N:13][CH:14]=1)[C:2]1[CH:7]=[CH:6][CH:5]=[CH:4][CH:3]=1.[OH-].[Li+]. The catalyst is C1COCC1.O. The product is [CH2:1]([O:8][C:9]1[CH:10]=[CH:11][C:12]([CH2:15][C@@H:16]([NH:33][C:34]([O:36][C:37]([CH3:40])([CH3:39])[CH3:38])=[O:35])[C:17]([NH:19][C:20]2[CH:21]=[CH:22][C:23]([CH2:26][CH2:27][CH2:28][C:29]([OH:31])=[O:30])=[CH:24][CH:25]=2)=[O:18])=[N:13][CH:14]=1)[C:2]1[CH:3]=[CH:4][CH:5]=[CH:6][CH:7]=1. The yield is 0.900. (5) The reactants are [CH3:1][C:2]1(C)OC(=O)[CH:5]([C:9](=[O:20])[CH2:10][C:11]2[CH:16]=[C:15]([F:17])[C:14]([F:18])=[CH:13][C:12]=2[F:19])[C:4](=[O:21])[O:3]1. The catalyst is C(O)C. The product is [CH2:2]([O:3][C:4](=[O:21])[CH2:5][C:9](=[O:20])[CH2:10][C:11]1[CH:16]=[C:15]([F:17])[C:14]([F:18])=[CH:13][C:12]=1[F:19])[CH3:1]. The yield is 0.880.